From a dataset of Full USPTO retrosynthesis dataset with 1.9M reactions from patents (1976-2016). Predict the reactants needed to synthesize the given product. Given the product [F:1][C:2]([F:6])([F:5])[CH2:3][O:4][CH2:10][CH2:9][OH:8], predict the reactants needed to synthesize it. The reactants are: [F:1][C:2]([F:6])([F:5])[CH2:3][OH:4].C1(=O)O[CH2:10][CH2:9][O:8]1.C(N(CC)CC)C.